This data is from Catalyst prediction with 721,799 reactions and 888 catalyst types from USPTO. The task is: Predict which catalyst facilitates the given reaction. (1) Product: [F:12][C:3]1[C:2]([F:1])=[C:11]2[C:6]([CH:7]=[CH:8][CH:9]=[C:10]2[C:17](=[O:20])[CH2:18][CH3:19])=[CH:5][CH:4]=1. Reactant: [F:1][C:2]1[C:11]2[C:6](=[CH:7][CH:8]=[CH:9][CH:10]=2)[CH:5]=[CH:4][C:3]=1[F:12].[Cl-].[Al+3].[Cl-].[Cl-].[C:17](Cl)(=[O:20])[CH2:18][CH3:19].Cl. The catalyst class is: 91. (2) Reactant: [CH3:1][C:2]1[CH:11]=[CH:10][C:9]2[C:4](=[CH:5][CH:6]=[CH:7][CH:8]=2)[N:3]=1.S(=O)(=O)(O)O.OO.[OH-:19].[NH4+].[CH3:21]O. Product: [CH3:1][C:2]1[CH:11]=[C:10]([CH2:21][OH:19])[C:9]2[C:4](=[CH:5][CH:6]=[CH:7][CH:8]=2)[N:3]=1. The catalyst class is: 693.